Dataset: Reaction yield outcomes from USPTO patents with 853,638 reactions. Task: Predict the reaction yield, written as a fraction of the theoretical maximum amount of product (1.0 means a 100% yield; for example, 0.34 means a 34% yield). The reactants are [C:1]([O:5][C:6](=[O:9])[CH:7]=[CH2:8])([CH3:4])([CH3:3])[CH3:2].[Si]([CH:14]=[N+:15]=[N-:16])(C)(C)C.C(O)(C(F)(F)F)=O. The catalyst is C1(C)C=CC=CC=1.O1CCCC1.ClCCl. The product is [NH:16]1[CH:7]([C:6]([O:5][C:1]([CH3:4])([CH3:3])[CH3:2])=[O:9])[CH2:8][CH:14]=[N:15]1. The yield is 0.600.